This data is from Full USPTO retrosynthesis dataset with 1.9M reactions from patents (1976-2016). The task is: Predict the reactants needed to synthesize the given product. (1) Given the product [C:1]([O:5][C:6](=[O:14])[NH:7][CH:8]1[CH2:13][CH2:12][N:11]([C:16]2[CH:21]=[CH:20][N:19]=[C:18]3[NH:22][C:23](=[O:25])[C:24](=[O:37])[C:17]=23)[CH2:10][CH2:9]1)([CH3:4])([CH3:2])[CH3:3], predict the reactants needed to synthesize it. The reactants are: [C:1]([O:5][C:6](=[O:14])[NH:7][CH:8]1[CH2:13][CH2:12][NH:11][CH2:10][CH2:9]1)([CH3:4])([CH3:3])[CH3:2].Cl[C:16]1[CH:21]=[CH:20][N:19]=[C:18]2[NH:22][C:23](=[O:25])[CH2:24][C:17]=12.C(N(CC)CC)C.C([OH:37])CCC. (2) Given the product [NH2:24][C:25]1[N:26]=[CH:27][C:28]([C:29]([NH:35][C:36]2[CH:41]=[CH:40][CH:39]=[C:38]([CH3:42])[CH:37]=2)=[O:31])=[C:32]([NH:15][C:19]2[CH:18]=[CH:23][CH:22]=[C:21]([CH3:2])[CH:20]=2)[CH:33]=1, predict the reactants needed to synthesize it. The reactants are: Cl.[CH2:2](N=C=NCCCN(C)C)C.O.O[N:15]1[C:19]2[CH:20]=[CH:21][CH:22]=[CH:23][C:18]=2N=N1.[NH2:24][C:25]1[CH:33]=[C:32](Cl)[C:28]([C:29]([OH:31])=O)=[CH:27][N:26]=1.[NH2:35][C:36]1[CH:41]=[CH:40][CH:39]=[C:38]([CH3:42])[CH:37]=1. (3) Given the product [CH:1]1([CH:7]2[CH2:9][C:8]2([CH2:10][NH2:11])[C:12]2[NH:16][N:15]=[N:14][N:13]=2)[CH2:2][CH2:3][CH2:4][CH2:5][CH2:6]1, predict the reactants needed to synthesize it. The reactants are: [CH:1]1([CH:7]2[CH2:9][C:8]2([C:12]2[N:13]=[N:14][N:15](C(C3C=CC=CC=3)(C3C=CC=CC=3)C3C=CC=CC=3)[N:16]=2)[C:10]#[N:11])[CH2:6][CH2:5][CH2:4][CH2:3][CH2:2]1.